Task: Predict the product of the given reaction.. Dataset: Forward reaction prediction with 1.9M reactions from USPTO patents (1976-2016) (1) Given the reactants [Cl:1][C:2]1[N:7]=[C:6](Cl)[C:5]([F:9])=[CH:4][N:3]=1.[Cl:10][C:11]1[C:16](B(O)O)=[CH:15][CH:14]=[CH:13][N:12]=1.COCCOC.C([O-])(O)=O.[Na+], predict the reaction product. The product is: [Cl:1][C:2]1[N:7]=[C:6]([C:16]2[C:11]([Cl:10])=[N:12][CH:13]=[CH:14][CH:15]=2)[C:5]([F:9])=[CH:4][N:3]=1. (2) Given the reactants Br[C:2]1[C:10]2[N:9]3[CH2:11][CH2:12][CH2:13][NH:14][C:15](=[O:16])[C:8]3=[CH:7][C:6]=2[CH:5]=[C:4]([C:17]#[N:18])[CH:3]=1.[F:19][C:20]1[CH:25]=[CH:24][C:23](B(O)O)=[CH:22][CH:21]=1, predict the reaction product. The product is: [F:19][C:20]1[CH:25]=[CH:24][C:23]([C:2]2[C:10]3[N:9]4[CH2:11][CH2:12][CH2:13][NH:14][C:15](=[O:16])[C:8]4=[CH:7][C:6]=3[CH:5]=[C:4]([C:17]#[N:18])[CH:3]=2)=[CH:22][CH:21]=1. (3) Given the reactants [Cl:1][C:2]1[CH:10]=[C:9]2[C:5]([CH:6]=[C:7]([C:11]3[CH:12]=[C:13]([CH:17]=[O:18])[CH:14]=[N:15][CH:16]=3)[NH:8]2)=[CH:4][CH:3]=1.[CH3:19]N(C=O)C.[H-].[Na+], predict the reaction product. The product is: [Cl:1][C:2]1[CH:10]=[C:9]2[C:5]([CH:6]=[C:7]([C:11]3[CH:16]=[N:15][CH:14]=[C:13]([CH:17]=[O:18])[CH:12]=3)[N:8]2[CH3:19])=[CH:4][CH:3]=1.